From a dataset of NCI-60 drug combinations with 297,098 pairs across 59 cell lines. Regression. Given two drug SMILES strings and cell line genomic features, predict the synergy score measuring deviation from expected non-interaction effect. (1) Cell line: DU-145. Synergy scores: CSS=1.59, Synergy_ZIP=-0.799, Synergy_Bliss=0.0838, Synergy_Loewe=-2.29, Synergy_HSA=-2.16. Drug 1: CNC(=O)C1=CC=CC=C1SC2=CC3=C(C=C2)C(=NN3)C=CC4=CC=CC=N4. Drug 2: C1CC(=O)NC(=O)C1N2CC3=C(C2=O)C=CC=C3N. (2) Drug 1: CC1=C2C(C(=O)C3(C(CC4C(C3C(C(C2(C)C)(CC1OC(=O)C(C(C5=CC=CC=C5)NC(=O)C6=CC=CC=C6)O)O)OC(=O)C7=CC=CC=C7)(CO4)OC(=O)C)O)C)OC(=O)C. Drug 2: CN(CCCl)CCCl.Cl. Cell line: SW-620. Synergy scores: CSS=17.5, Synergy_ZIP=-5.03, Synergy_Bliss=5.55, Synergy_Loewe=-7.76, Synergy_HSA=-3.82.